Dataset: Forward reaction prediction with 1.9M reactions from USPTO patents (1976-2016). Task: Predict the product of the given reaction. (1) Given the reactants [C:1]([C:3]1[CH:8]=[CH:7][C:6]([CH:9]([NH:16][CH2:17][C:18]2[CH:27]=[CH:26][C:21]([C:22]([O:24]C)=[O:23])=[CH:20][CH:19]=2)[C:10]2[N:14]([CH3:15])[CH:13]=[N:12][CH:11]=2)=[CH:5][C:4]=1[C:28]1[C:37]2[C:32](=[CH:33][CH:34]=[CH:35][CH:36]=2)[CH:31]=[CH:30][CH:29]=1)#[N:2].O.[OH-].[Li+:40], predict the reaction product. The product is: [C:1]([C:3]1[CH:8]=[CH:7][C:6]([CH:9]([NH:16][CH2:17][C:18]2[CH:27]=[CH:26][C:21]([C:22]([O-:24])=[O:23])=[CH:20][CH:19]=2)[C:10]2[N:14]([CH3:15])[CH:13]=[N:12][CH:11]=2)=[CH:5][C:4]=1[C:28]1[C:37]2[C:32](=[CH:33][CH:34]=[CH:35][CH:36]=2)[CH:31]=[CH:30][CH:29]=1)#[N:2].[Li+:40]. (2) Given the reactants [C:1]([C:4]1[CH:5]=[C:6]([NH:10][CH:11]([C:15]2[CH:20]=[CH:19][C:18]([F:21])=[C:17]([O:22][CH3:23])[CH:16]=2)[C:12]([OH:14])=O)[CH:7]=[CH:8][CH:9]=1)(=[O:3])[NH2:2].Cl.[CH:25]([S:28]([C:31]1[CH:36]=[CH:35][C:34]([NH:37][C:38](=[O:42])[N:39]([CH3:41])[CH3:40])=[CH:33][C:32]=1[C@H:43]1[CH2:47][CH2:46][CH2:45][NH:44]1)(=[O:30])=[O:29])([CH3:27])[CH3:26], predict the reaction product. The product is: [CH3:41][N:39]([CH3:40])[C:38](=[O:42])[NH:37][C:34]1[CH:35]=[CH:36][C:31]([S:28]([CH:25]([CH3:26])[CH3:27])(=[O:30])=[O:29])=[C:32]([C@H:43]2[CH2:47][CH2:46][CH2:45][N:44]2[C:12](=[O:14])[C@H:11]([NH:10][C:6]2[CH:5]=[C:4]([CH:9]=[CH:8][CH:7]=2)[C:1]([NH2:2])=[O:3])[C:15]2[CH:20]=[CH:19][C:18]([F:21])=[C:17]([O:22][CH3:23])[CH:16]=2)[CH:33]=1.